This data is from Buchwald-Hartwig C-N cross coupling reaction yields with 55,370 reactions. The task is: Predict the reaction yield, written as a fraction of the theoretical maximum amount of product (1.0 means a 100% yield; for example, 0.34 means a 34% yield). (1) The reactants are Clc1ccccn1.Cc1ccc(N)cc1.O=S(=O)(O[Pd]1c2ccccc2-c2ccccc2N~1)C(F)(F)F.COc1ccc(OC)c(P([C@]23C[C@H]4C[C@H](C[C@H](C4)C2)C3)[C@]23C[C@H]4C[C@H](C[C@H](C4)C2)C3)c1-c1c(C(C)C)cc(C(C)C)cc1C(C)C.CCN=P(N=P(N(C)C)(N(C)C)N(C)C)(N(C)C)N(C)C.c1ccc(CN(Cc2ccccc2)c2ccno2)cc1. No catalyst specified. The product is Cc1ccc(Nc2ccccn2)cc1. The yield is 0.314. (2) The product is Cc1ccc(Nc2ccc(C(F)(F)F)cc2)cc1. The yield is 0.0818. The reactants are FC(F)(F)c1ccc(Cl)cc1.Cc1ccc(N)cc1.O=S(=O)(O[Pd]1c2ccccc2-c2ccccc2N~1)C(F)(F)F.COc1ccc(OC)c(P([C@]23C[C@H]4C[C@H](C[C@H](C4)C2)C3)[C@]23C[C@H]4C[C@H](C[C@H](C4)C2)C3)c1-c1c(C(C)C)cc(C(C)C)cc1C(C)C.CN(C)C(=NC(C)(C)C)N(C)C.Cc1cc(-c2ccccc2)on1. No catalyst specified. (3) The reactants are FC(F)(F)c1ccc(Br)cc1.Cc1ccc(N)cc1.O=S(=O)(O[Pd]1c2ccccc2-c2ccccc2N~1)C(F)(F)F.CC(C)c1cc(C(C)C)c(-c2ccccc2P(C(C)(C)C)C(C)(C)C)c(C(C)C)c1.CN(C)C(=NC(C)(C)C)N(C)C.CCOC(=O)c1ccon1. No catalyst specified. The product is Cc1ccc(Nc2ccc(C(F)(F)F)cc2)cc1. The yield is 0.359. (4) The reactants are FC(F)(F)c1ccc(Cl)cc1.Cc1ccc(N)cc1.O=S(=O)(O[Pd]1c2ccccc2-c2ccccc2N~1)C(F)(F)F.CC(C)c1cc(C(C)C)c(-c2ccccc2P(C2CCCCC2)C2CCCCC2)c(C(C)C)c1.CN(C)C(=NC(C)(C)C)N(C)C.Cc1cc(-c2ccccc2)on1. No catalyst specified. The product is Cc1ccc(Nc2ccc(C(F)(F)F)cc2)cc1. The yield is 0.148. (5) The reactants are COc1ccc(Cl)cc1.Cc1ccc(N)cc1.O=S(=O)(O[Pd]1c2ccccc2-c2ccccc2N~1)C(F)(F)F.CC(C)c1cc(C(C)C)c(-c2ccccc2P(C2CCCCC2)C2CCCCC2)c(C(C)C)c1.CN1CCCN2CCCN=C12.CCOC(=O)c1cc(C)no1. No catalyst specified. The product is COc1ccc(Nc2ccc(C)cc2)cc1. The yield is 0. (6) The reactants are FC(F)(F)c1ccc(I)cc1.Cc1ccc(N)cc1.O=S(=O)(O[Pd]1c2ccccc2-c2ccccc2N~1)C(F)(F)F.CC(C)c1cc(C(C)C)c(-c2ccccc2P(C2CCCCC2)C2CCCCC2)c(C(C)C)c1.CCN=P(N=P(N(C)C)(N(C)C)N(C)C)(N(C)C)N(C)C.CCOC(=O)c1cc(OC)no1. No catalyst specified. The product is Cc1ccc(Nc2ccc(C(F)(F)F)cc2)cc1. The yield is 0.434. (7) The reactants are Clc1ccccn1.Cc1ccc(N)cc1.O=S(=O)(O[Pd]1c2ccccc2-c2ccccc2N~1)C(F)(F)F.CC(C)c1cc(C(C)C)c(-c2ccccc2P(C(C)(C)C)C(C)(C)C)c(C(C)C)c1.CN1CCCN2CCCN=C12.CCOC(=O)c1ccon1. No catalyst specified. The product is Cc1ccc(Nc2ccccn2)cc1. The yield is 0.815. (8) The reactants are CCc1ccc(Br)cc1.Cc1ccc(N)cc1.O=S(=O)(O[Pd]1c2ccccc2-c2ccccc2N~1)C(F)(F)F.COc1ccc(OC)c(P(C(C)(C)C)C(C)(C)C)c1-c1c(C(C)C)cc(C(C)C)cc1C(C)C.CCN=P(N=P(N(C)C)(N(C)C)N(C)C)(N(C)C)N(C)C.Cc1cc(-n2cccc2)no1. No catalyst specified. The product is CCc1ccc(Nc2ccc(C)cc2)cc1. The yield is 0.689. (9) The reactants are Brc1cccnc1.Cc1ccc(N)cc1.O=S(=O)(O[Pd]1c2ccccc2-c2ccccc2N~1)C(F)(F)F.CC(C)c1cc(C(C)C)c(-c2ccccc2P(C2CCCCC2)C2CCCCC2)c(C(C)C)c1.CCN=P(N=P(N(C)C)(N(C)C)N(C)C)(N(C)C)N(C)C.CCOC(=O)c1cnoc1C. No catalyst specified. The product is Cc1ccc(Nc2cccnc2)cc1. The yield is 0.0880. (10) No catalyst specified. The reactants are COc1ccc(Cl)cc1.Cc1ccc(N)cc1.O=S(=O)(O[Pd]1c2ccccc2-c2ccccc2N~1)C(F)(F)F.COc1ccc(OC)c(P(C(C)(C)C)C(C)(C)C)c1-c1c(C(C)C)cc(C(C)C)cc1C(C)C.CN(C)C(=NC(C)(C)C)N(C)C.COC(=O)c1ccno1. The product is COc1ccc(Nc2ccc(C)cc2)cc1. The yield is 0.